This data is from CYP1A2 inhibition data for predicting drug metabolism from PubChem BioAssay. The task is: Regression/Classification. Given a drug SMILES string, predict its absorption, distribution, metabolism, or excretion properties. Task type varies by dataset: regression for continuous measurements (e.g., permeability, clearance, half-life) or binary classification for categorical outcomes (e.g., BBB penetration, CYP inhibition). Dataset: cyp1a2_veith. The compound is CN(C(=O)CC(NC(=O)c1ccccc1)(c1ccccc1)c1ccccc1)c1ccccc1. The result is 0 (non-inhibitor).